Dataset: NCI-60 drug combinations with 297,098 pairs across 59 cell lines. Task: Regression. Given two drug SMILES strings and cell line genomic features, predict the synergy score measuring deviation from expected non-interaction effect. (1) Synergy scores: CSS=-16.1, Synergy_ZIP=8.74, Synergy_Bliss=3.82, Synergy_Loewe=-4.02, Synergy_HSA=-8.54. Cell line: CAKI-1. Drug 2: CC1=C(C=C(C=C1)C(=O)NC2=CC(=CC(=C2)C(F)(F)F)N3C=C(N=C3)C)NC4=NC=CC(=N4)C5=CN=CC=C5. Drug 1: C1=CN(C(=O)N=C1N)C2C(C(C(O2)CO)O)O.Cl. (2) Drug 1: COC1=C(C=C2C(=C1)N=CN=C2NC3=CC(=C(C=C3)F)Cl)OCCCN4CCOCC4. Drug 2: CC1=C2C(C(=O)C3(C(CC4C(C3C(C(C2(C)C)(CC1OC(=O)C(C(C5=CC=CC=C5)NC(=O)C6=CC=CC=C6)O)O)OC(=O)C7=CC=CC=C7)(CO4)OC(=O)C)O)C)OC(=O)C. Cell line: SK-MEL-2. Synergy scores: CSS=57.9, Synergy_ZIP=1.90, Synergy_Bliss=4.39, Synergy_Loewe=-0.00580, Synergy_HSA=5.92. (3) Drug 2: COC1=C2C(=CC3=C1OC=C3)C=CC(=O)O2. Synergy scores: CSS=17.9, Synergy_ZIP=2.35, Synergy_Bliss=1.44, Synergy_Loewe=-19.5, Synergy_HSA=-1.84. Cell line: MDA-MB-231. Drug 1: C1C(C(OC1N2C=NC3=C(N=C(N=C32)Cl)N)CO)O. (4) Drug 1: C1=C(C(=O)NC(=O)N1)N(CCCl)CCCl. Drug 2: C1CN(CCN1C(=O)CCBr)C(=O)CCBr. Cell line: COLO 205. Synergy scores: CSS=54.6, Synergy_ZIP=6.13, Synergy_Bliss=10.4, Synergy_Loewe=9.51, Synergy_HSA=12.4. (5) Drug 1: CCC1=CC2CC(C3=C(CN(C2)C1)C4=CC=CC=C4N3)(C5=C(C=C6C(=C5)C78CCN9C7C(C=CC9)(C(C(C8N6C)(C(=O)OC)O)OC(=O)C)CC)OC)C(=O)OC.C(C(C(=O)O)O)(C(=O)O)O. Drug 2: C1=CC(=CC=C1C#N)C(C2=CC=C(C=C2)C#N)N3C=NC=N3. Cell line: RXF 393. Synergy scores: CSS=32.2, Synergy_ZIP=-1.30, Synergy_Bliss=-1.13, Synergy_Loewe=1.60, Synergy_HSA=1.08. (6) Drug 1: COC1=CC(=CC(=C1O)OC)C2C3C(COC3=O)C(C4=CC5=C(C=C24)OCO5)OC6C(C(C7C(O6)COC(O7)C8=CC=CS8)O)O. Drug 2: C1=CC(=CC=C1CCCC(=O)O)N(CCCl)CCCl. Cell line: SN12C. Synergy scores: CSS=45.1, Synergy_ZIP=-12.1, Synergy_Bliss=-3.05, Synergy_Loewe=-24.7, Synergy_HSA=1.76.